This data is from Forward reaction prediction with 1.9M reactions from USPTO patents (1976-2016). The task is: Predict the product of the given reaction. (1) Given the reactants C([Sn](CCCC)(CCCC)[C:6]1[S:10][C:9]([C:11]2[CH:12]=[N:13][CH:14]=[CH:15][CH:16]=2)=[N:8][C:7]=1[CH3:17])CCC.Br[C:27]1[S:28][C:29]2[S:35][CH2:34][CH2:33][C:32](=[O:36])[C:30]=2[N:31]=1.O1C=CC=C1P(C1OC=CC=1)C1OC=CC=1, predict the reaction product. The product is: [CH3:17][C:7]1[N:8]=[C:9]([C:11]2[CH:12]=[N:13][CH:14]=[CH:15][CH:16]=2)[S:10][C:6]=1[C:27]1[S:28][C:29]2[S:35][CH2:34][CH2:33][C:32](=[O:36])[C:30]=2[N:31]=1. (2) Given the reactants [F:1][C:2]([F:19])([C:8]1[CH:13]=[CH:12][C:11]([S:14][C:15]([F:18])([F:17])[F:16])=[CH:10][CH:9]=1)[C:3]([O:5]CC)=[O:4].[OH-].[Na+], predict the reaction product. The product is: [F:19][C:2]([F:1])([C:8]1[CH:9]=[CH:10][C:11]([S:14][C:15]([F:16])([F:17])[F:18])=[CH:12][CH:13]=1)[C:3]([OH:5])=[O:4]. (3) Given the reactants [C:1]([O:5][C:6]([NH:8][CH:9](P(OC)(OC)=O)[C:10]([O:12][CH3:13])=[O:11])=[O:7])([CH3:4])([CH3:3])[CH3:2].[CH2:20]([O:27][CH:28]1[CH2:31][C:30](=O)[CH2:29]1)[C:21]1[CH:26]=[CH:25][CH:24]=[CH:23][CH:22]=1.N12CCCN=C1CCCCC2, predict the reaction product. The product is: [CH2:20]([O:27][CH:28]1[CH2:29][C:30](=[C:9]([NH:8][C:6]([O:5][C:1]([CH3:2])([CH3:3])[CH3:4])=[O:7])[C:10]([O:12][CH3:13])=[O:11])[CH2:31]1)[C:21]1[CH:26]=[CH:25][CH:24]=[CH:23][CH:22]=1. (4) Given the reactants [CH3:1][C:2]1([CH3:24])[C:16]2[C:17]3[N:5]([C:6]4[CH:7]=[CH:8][C:9](B(O)O)=[CH:10][C:11]=4[C:12]=3[CH:13]=[CH:14][CH:15]=2)[C:4]2[CH:21]=[CH:22][S:23][C:3]1=2.[C:25]1([C:54]2[CH:59]=[CH:58][CH:57]=[CH:56][CH:55]=2)[CH:30]=[CH:29][C:28]([N:31]([C:47]2[CH:52]=[CH:51][C:50](Br)=[CH:49][CH:48]=2)[C:32]2[CH:44]=[CH:43][C:42]3[C:41]4[C:36](=[CH:37][CH:38]=[CH:39][CH:40]=4)[C:35]([CH3:46])([CH3:45])[C:34]=3[CH:33]=2)=[CH:27][CH:26]=1, predict the reaction product. The product is: [C:25]1([C:54]2[CH:55]=[CH:56][CH:57]=[CH:58][CH:59]=2)[CH:26]=[CH:27][C:28]([N:31]([C:32]2[CH:44]=[CH:43][C:42]3[C:41]4[C:36](=[CH:37][CH:38]=[CH:39][CH:40]=4)[C:35]([CH3:45])([CH3:46])[C:34]=3[CH:33]=2)[C:47]2[CH:48]=[CH:49][C:50]([C:9]3[CH:8]=[CH:7][C:6]4[N:5]5[C:17]6[C:16]([C:2]([CH3:1])([CH3:24])[C:3]7[S:23][CH:22]=[CH:21][C:4]=75)=[CH:15][CH:14]=[CH:13][C:12]=6[C:11]=4[CH:10]=3)=[CH:51][CH:52]=2)=[CH:29][CH:30]=1. (5) Given the reactants [Cl:1][C:2]1[CH:11]=[C:10]([O:12][CH2:13][CH3:14])[C:9]([N+:15]([O-])=O)=[CH:8][C:3]=1[C:4]([O:6][CH3:7])=[O:5], predict the reaction product. The product is: [NH2:15][C:9]1[C:10]([O:12][CH2:13][CH3:14])=[CH:11][C:2]([Cl:1])=[C:3]([CH:8]=1)[C:4]([O:6][CH3:7])=[O:5]. (6) Given the reactants COC1C=CC(P2(SP(C3C=CC(OC)=CC=3)(=S)S2)=[S:10])=CC=1.[CH2:23]([O:28][C:29]1[CH:34]=[CH:33][NH:32][C:31](=O)[C:30]=1[CH3:36])[CH2:24][CH2:25][CH2:26][CH3:27], predict the reaction product. The product is: [CH2:23]([O:28][C:29]1[CH:34]=[CH:33][NH:32][C:31](=[S:10])[C:30]=1[CH3:36])[CH2:24][CH2:25][CH2:26][CH3:27].